From a dataset of Full USPTO retrosynthesis dataset with 1.9M reactions from patents (1976-2016). Predict the reactants needed to synthesize the given product. Given the product [CH3:3][CH:2]([N:4]1[C:12](/[CH:13]=[CH:14]/[CH:15]([OH:24])[CH2:16][CH:17]([OH:23])[CH2:18][C:19]([O-:21])=[O:20])=[C:11]([C:25]2[CH:26]=[CH:27][C:28]([F:31])=[CH:29][CH:30]=2)[C:10]2[CH:9]=[CH:8][CH:7]=[CH:6][C:5]1=2)[CH3:1].[Na+:36], predict the reactants needed to synthesize it. The reactants are: [CH3:1][CH:2]([N:4]1[C:12](/[CH:13]=[CH:14]/[C@H:15]([OH:24])[CH2:16][C@H:17]([OH:23])[CH2:18][C:19]([O:21]C)=[O:20])=[C:11]([C:25]2[CH:30]=[CH:29][C:28]([F:31])=[CH:27][CH:26]=2)[C:10]2[C:5]1=[CH:6][CH:7]=[CH:8][CH:9]=2)[CH3:3].CCO.[OH-].[Na+:36].